Dataset: Peptide-MHC class I binding affinity with 185,985 pairs from IEDB/IMGT. Task: Regression. Given a peptide amino acid sequence and an MHC pseudo amino acid sequence, predict their binding affinity value. This is MHC class I binding data. (1) The MHC is HLA-A11:01 with pseudo-sequence HLA-A11:01. The peptide sequence is AMLFLISGK. The binding affinity (normalized) is 0.505. (2) The peptide sequence is FSPEVIPMF. The MHC is HLA-B45:01 with pseudo-sequence HLA-B45:01. The binding affinity (normalized) is 0.